Predict the reactants needed to synthesize the given product. From a dataset of Full USPTO retrosynthesis dataset with 1.9M reactions from patents (1976-2016). Given the product [CH3:1][O:2][C@@H:3]1[CH2:8][CH2:7][NH:6][CH2:5][C@H:4]1[CH3:9], predict the reactants needed to synthesize it. The reactants are: [CH3:1][O:2][C@H:3]1[CH2:8][CH2:7][NH:6][CH2:5][C@@H:4]1[CH3:9].C(O[C@@H]1CCNC[C@H]1C)(=O)C(C)(C)C.